Task: Predict the reactants needed to synthesize the given product.. Dataset: Full USPTO retrosynthesis dataset with 1.9M reactions from patents (1976-2016) (1) Given the product [Cl:12][C:8]1[C:9]([Cl:11])=[CH:10][C:2]([Cl:1])=[C:3]([OH:13])[C:4]=1[C:5]([Cl:16])=[O:6], predict the reactants needed to synthesize it. The reactants are: [Cl:1][C:2]1[CH:10]=[C:9]([Cl:11])[C:8]([Cl:12])=[C:4]([C:5](O)=[O:6])[C:3]=1[OH:13].S(Cl)([Cl:16])=O.CN(C=O)C. (2) Given the product [C:1]12([C:11](=[O:20])[CH2:12][S:13]([CH2:14][C:15]3[S:16][CH:17]=[CH:18][CH:19]=3)=[O:29])[CH2:10][CH:5]3[CH2:6][CH:7]([CH2:9][CH:3]([CH2:4]3)[CH2:2]1)[CH2:8]2, predict the reactants needed to synthesize it. The reactants are: [C:1]12([C:11](=[O:20])[CH2:12][S:13][CH2:14][C:15]3[S:16][CH:17]=[CH:18][CH:19]=3)[CH2:10][CH:5]3[CH2:6][CH:7]([CH2:9][CH:3]([CH2:4]3)[CH2:2]1)[CH2:8]2.C1C=C(Cl)C=C(C(OO)=[O:29])C=1. (3) The reactants are: [Br:1][C:2]1[CH:7]=[CH:6][C:5](OCC)=[C:4]([F:11])[CH:3]=1.BrC[CH:14]1[CH2:19][CH2:18][CH:17]([CH2:20][CH2:21][CH3:22])[CH2:16][CH2:15]1.C(=O)([O-])[O-].[K+].[K+]. Given the product [Br:1][C:2]1[CH:7]=[CH:6][C:5]([CH:14]2[CH2:19][CH2:18][CH:17]([CH2:20][CH2:21][CH3:22])[CH2:16][CH2:15]2)=[C:4]([F:11])[CH:3]=1, predict the reactants needed to synthesize it. (4) Given the product [N+:11]([C:8]1[N:6]2[N:7]=[C:2]([C:14]3[CH:19]=[CH:18][CH:17]=[CH:16][CH:15]=3)[CH:3]=[CH:4][C:5]2=[N:10][CH:9]=1)([O-:13])=[O:12], predict the reactants needed to synthesize it. The reactants are: Cl[C:2]1[CH:3]=[CH:4][C:5]2[N:6]([C:8]([N+:11]([O-:13])=[O:12])=[CH:9][N:10]=2)[N:7]=1.[C:14]1(B(O)O)[CH:19]=[CH:18][CH:17]=[CH:16][CH:15]=1.[OH-].[Na+]. (5) Given the product [CH2:18]([O:20][C:21](=[O:24])[CH2:22][N:11]1[C:12]2[C:8](=[C:7]([O:6][Si:5]([C:1]([CH3:4])([CH3:3])[CH3:2])([CH3:17])[CH3:16])[CH:15]=[CH:14][CH:13]=2)[CH:9]=[CH:10]1)[CH3:19], predict the reactants needed to synthesize it. The reactants are: [C:1]([Si:5]([CH3:17])([CH3:16])[O:6][C:7]1[CH:15]=[CH:14][CH:13]=[C:12]2[C:8]=1[CH:9]=[CH:10][NH:11]2)([CH3:4])([CH3:3])[CH3:2].[CH2:18]([O:20][C:21](=[O:24])[CH2:22]Br)[CH3:19].C(=O)([O-])[O-].[Cs+].[Cs+].